This data is from Forward reaction prediction with 1.9M reactions from USPTO patents (1976-2016). The task is: Predict the product of the given reaction. (1) Given the reactants Br[C:2]1[C:3]([C:11]2[CH:16]=[CH:15][C:14]([F:17])=[CH:13][C:12]=2[F:18])=[C:4]([CH3:10])[C:5](=[O:9])[O:6][C:7]=1[CH3:8].[CH3:19][O:20][C:21]1[CH:22]=[C:23](B(O)O)[CH:24]=[C:25]([O:27][CH3:28])[CH:26]=1.[O-]P([O-])([O-])=O.[K+].[K+].[K+].C1(P(C2CCCCC2)C2C=CC=CC=2C2C(OC)=CC=CC=2OC)CCCCC1.[Na+].[Na+].C(N(CC(O)=O)CC(O)=O)CN(CC([O-])=O)CC([O-])=O, predict the reaction product. The product is: [F:18][C:12]1[CH:13]=[C:14]([F:17])[CH:15]=[CH:16][C:11]=1[C:3]1[C:2]([C:23]2[CH:22]=[C:21]([O:20][CH3:19])[CH:26]=[C:25]([O:27][CH3:28])[CH:24]=2)=[C:7]([CH3:8])[O:6][C:5](=[O:9])[C:4]=1[CH3:10]. (2) Given the reactants [OH:1][C@@H:2]([C:4]1[N:5]=[C:6]([C:9]2[CH:14]=[CH:13][CH:12]=[CH:11][C:10]=2[NH:15][C:16]([O:18][CH2:19][CH:20]2[CH2:25][CH2:24][N:23](C(OC(C)(C)C)=O)[CH2:22][CH2:21]2)=[O:17])[S:7][CH:8]=1)[CH3:3].[ClH:33], predict the reaction product. The product is: [ClH:33].[OH:1][C@@H:2]([C:4]1[N:5]=[C:6]([C:9]2[CH:14]=[CH:13][CH:12]=[CH:11][C:10]=2[NH:15][C:16](=[O:17])[O:18][CH2:19][CH:20]2[CH2:25][CH2:24][NH:23][CH2:22][CH2:21]2)[S:7][CH:8]=1)[CH3:3]. (3) Given the reactants [F:1][C:2]1[CH:3]=[C:4]([CH2:9][C:10]([NH:12][C@H:13]([C:15]([OH:17])=O)[CH3:14])=[O:11])[CH:5]=[C:6]([F:8])[CH:7]=1.[NH2:18][CH:19]1[CH2:28][C:27]2[C:22](=[CH:23][CH:24]=[CH:25][CH:26]=2)[NH:21][C:20]1=[O:29], predict the reaction product. The product is: [F:8][C:6]1[CH:5]=[C:4]([CH2:9][C:10]([NH:12][C@H:13]([C:15]([NH:18][CH:19]2[CH2:28][C:27]3[C:22](=[CH:23][CH:24]=[CH:25][CH:26]=3)[NH:21][C:20]2=[O:29])=[O:17])[CH3:14])=[O:11])[CH:3]=[C:2]([F:1])[CH:7]=1. (4) Given the reactants [CH3:1][N:2]1[C:6]([CH3:7])=[C:5]([C:8]2[CH:16]=[C:15]3[C:11]([CH2:12][CH2:13][C:14]3=O)=[CH:10][CH:9]=2)[C:4]([CH3:18])=[N:3]1.[CH3:19][NH:20][CH3:21].C(O)(=O)C.C([BH3-])#N.[Na+], predict the reaction product. The product is: [CH3:19][N:20]([CH3:21])[CH:14]1[C:15]2[C:11](=[CH:10][CH:9]=[C:8]([C:5]3[C:4]([CH3:18])=[N:3][N:2]([CH3:1])[C:6]=3[CH3:7])[CH:16]=2)[CH2:12][CH2:13]1. (5) Given the reactants [CH2:1]([O:3][C:4](=[O:18])[C:5](=O)[CH:6]([CH3:16])[C:7]([C:9]1[CH:14]=[CH:13][CH:12]=[C:11]([Br:15])[CH:10]=1)=O)[CH3:2].BrC1C=C(C(=O)CC)C=CC=1.C(OCC)(=O)C(OCC)=O.[CH3:40][NH:41][NH2:42], predict the reaction product. The product is: [CH2:1]([O:3][C:4]([C:5]1[N:41]([CH3:40])[N:42]=[C:7]([C:9]2[CH:14]=[CH:13][CH:12]=[C:11]([Br:15])[CH:10]=2)[C:6]=1[CH3:16])=[O:18])[CH3:2].[CH2:1]([O:3][C:4]([C:5]1[C:6]([CH3:16])=[C:7]([C:9]2[CH:14]=[CH:13][CH:12]=[C:11]([Br:15])[CH:10]=2)[N:41]([CH3:40])[N:42]=1)=[O:18])[CH3:2]. (6) Given the reactants [Cl:1][C:2]1[CH:13]=[CH:12][C:5]([C:6](N(OC)C)=[O:7])=[CH:4][N:3]=1.[H-].C([Al+]CC(C)C)C(C)C.C1(C)C=CC=CC=1, predict the reaction product. The product is: [Cl:1][C:2]1[N:3]=[CH:4][C:5]([CH:6]=[O:7])=[CH:12][CH:13]=1. (7) Given the reactants [CH3:1][C@H:2]1[C@@:41]2([OH:43])[O:42][C@H:5]([CH2:6][C@H:7]([O:64][CH3:65])[C:8]([CH3:63])=[CH:9][CH:10]=[CH:11][CH:12]=[CH:13][C@@H:14]([CH3:62])[CH2:15][C@@H:16]([CH3:61])[C:17]([C@H:19]([O:59][CH3:60])[C@H:20]([OH:58])[C:21]([CH3:57])=[CH:22][C@@H:23]([CH3:56])[C:24]([CH2:26][C@@H:27]([C@@H:44]([CH2:46][C@H:47]3[CH2:52][C@@H:51]([O:53][CH3:54])[C@H:50]([OH:55])[CH2:49][CH2:48]3)[CH3:45])[O:28][C:29]([C@H:31]3[N:36]([C:37]([C:39]2=[O:40])=[O:38])[CH2:35][CH2:34][CH2:33][CH2:32]3)=[O:30])=[O:25])=[O:18])[CH2:4][CH2:3]1.[OH:66][CH2:67][C:68]([CH2:73][OH:74])([CH3:72])[C:69](O)=[O:70], predict the reaction product. The product is: [CH3:1][C@H:2]1[C@@:41]2([OH:43])[O:42][C@H:5]([CH2:6][C@H:7]([O:64][CH3:65])[C:8]([CH3:63])=[CH:9][CH:10]=[CH:11][CH:12]=[CH:13][C@@H:14]([CH3:62])[CH2:15][C@@H:16]([CH3:61])[C:17]([C@H:19]([O:59][CH3:60])[C@H:20]([OH:58])[C:21]([CH3:57])=[CH:22][C@@H:23]([CH3:56])[C:24]([CH2:26][C@@H:27]([C@@H:44]([CH2:46][C@H:47]3[CH2:52][C@@H:51]([O:53][CH3:54])[C@H:50]([O:55][C:67]([C:68]([CH2:73][OH:74])([CH2:69][OH:70])[CH3:72])=[O:66])[CH2:49][CH2:48]3)[CH3:45])[O:28][C:29]([C@H:31]3[N:36]([C:37]([C:39]2=[O:40])=[O:38])[CH2:35][CH2:34][CH2:33][CH2:32]3)=[O:30])=[O:25])=[O:18])[CH2:4][CH2:3]1.